This data is from Reaction yield outcomes from USPTO patents with 853,638 reactions. The task is: Predict the reaction yield, written as a fraction of the theoretical maximum amount of product (1.0 means a 100% yield; for example, 0.34 means a 34% yield). The product is [CH3:62][O:61][C:60]([NH:59][C@@H:55]([CH:56]([CH3:58])[CH3:57])[C:54]([N:50]1[CH2:51][CH2:52][CH2:53][C@H:49]1[C:47]1[NH:48][C:44]([C:9]2[CH:22]=[C:21]3[C:12]([C:13]4[CH:18]=[CH:17][C:16]([C:23]5[NH:27][C:26]([C@@H:28]6[C@@H:33]7[CH2:34][C@@H:30]([CH2:31][CH2:32]7)[N:29]6[C:35]([O:37][C:38]([CH3:39])([CH3:40])[CH3:41])=[O:36])=[N:25][CH:24]=5)=[CH:15][C:14]=4[CH2:19][CH2:20]3)=[CH:11][CH:10]=2)=[CH:45][N:46]=1)=[O:64])=[O:63]. The yield is 0.880. The catalyst is C1C=CC([P]([Pd]([P](C2C=CC=CC=2)(C2C=CC=CC=2)C2C=CC=CC=2)([P](C2C=CC=CC=2)(C2C=CC=CC=2)C2C=CC=CC=2)[P](C2C=CC=CC=2)(C2C=CC=CC=2)C2C=CC=CC=2)(C2C=CC=CC=2)C2C=CC=CC=2)=CC=1.COCCOC. The reactants are CC1(C)C(C)(C)OB([C:9]2[CH:22]=[C:21]3[C:12]([C:13]4[CH:14]=[CH:15][C:16]([C:23]5[NH:27][C:26]([CH:28]6[CH:33]7[CH2:34][CH:30]([CH2:31][CH2:32]7)[N:29]6[C:35]([O:37][C:38]([CH3:41])([CH3:40])[CH3:39])=[O:36])=[N:25][CH:24]=5)=[CH:17][C:18]=4[CH2:19][CH2:20]3)=[CH:11][CH:10]=2)O1.Br[C:44]1[NH:48][C:47]([C@@H:49]2[CH2:53][CH2:52][CH2:51][N:50]2[C:54](=[O:64])[C@@H:55]([NH:59][C:60](=[O:63])[O:61][CH3:62])[CH:56]([CH3:58])[CH3:57])=[N:46][CH:45]=1.C([O-])(O)=O.[Na+].